Dataset: Forward reaction prediction with 1.9M reactions from USPTO patents (1976-2016). Task: Predict the product of the given reaction. (1) Given the reactants [CH:1]([N:5]1[C:13]2[C:8](=[C:9]([C:33](=[O:45])[NH:34][CH2:35][C:36]3[C:41](=[O:42])[CH:40]=[C:39]([CH3:43])[NH:38][C:37]=3[CH3:44])[CH:10]=[C:11]([C:14]3[CH:15]=[CH:16][C:17]([N:20]4[CH2:25][CH2:24][N:23](C(OC(C)(C)C)=O)[CH2:22][CH2:21]4)=[N:18][CH:19]=3)[CH:12]=2)[C:7]([CH3:46])=[CH:6]1)([CH2:3][CH3:4])[CH3:2].C(=O)(O)[O-].[Na+], predict the reaction product. The product is: [CH:1]([N:5]1[C:13]2[CH:12]=[C:11]([C:14]3[CH:19]=[N:18][C:17]([N:20]4[CH2:25][CH2:24][NH:23][CH2:22][CH2:21]4)=[CH:16][CH:15]=3)[CH:10]=[C:9]([C:33]([NH:34][CH2:35][C:36]3[C:41](=[O:42])[CH:40]=[C:39]([CH3:43])[NH:38][C:37]=3[CH3:44])=[O:45])[C:8]=2[C:7]([CH3:46])=[CH:6]1)([CH2:3][CH3:4])[CH3:2]. (2) Given the reactants C[O:2][C:3]1[CH:4]=[C:5]([CH:17]=[CH:18][C:19]=1[C:20]1[O:21][CH:22]=[C:23]([C:25]([N:27]2[CH2:32][CH2:31][CH2:30][CH2:29][CH2:28]2)=[O:26])[N:24]=1)[CH2:6][NH:7][C:8](=[O:16])[CH2:9][C:10]1[CH:15]=[CH:14][CH:13]=[CH:12][CH:11]=1.B(Br)(Br)Br, predict the reaction product. The product is: [OH:2][C:3]1[CH:4]=[C:5]([CH:17]=[CH:18][C:19]=1[C:20]1[O:21][CH:22]=[C:23]([C:25]([N:27]2[CH2:32][CH2:31][CH2:30][CH2:29][CH2:28]2)=[O:26])[N:24]=1)[CH2:6][NH:7][C:8](=[O:16])[CH2:9][C:10]1[CH:11]=[CH:12][CH:13]=[CH:14][CH:15]=1. (3) Given the reactants FC1[CH:11]=[C:10]([C:12]2[N:17]=[C:16]3[N:18]([CH2:21][C:22]4[CH:23]=[C:24]5[C:29](=[CH:30][CH:31]=4)[N:28]=[CH:27][CH:26]=[CH:25]5)[N:19]=[N:20][C:15]3=[CH:14][CH:13]=2)[CH:9]=CC=1C(NC)=O.CC1(C)C(C)(C)OB(C2C=[C:42]([CH2:45][OH:46])[S:43]C=2)O1.C(=O)([O-])[O-].[K+].[K+].O1CCOCC1, predict the reaction product. The product is: [N:28]1[C:29]2[C:24](=[CH:23][C:22]([CH2:21][N:18]3[C:16]4=[N:17][C:12]([C:10]5[CH:9]=[C:42]([CH2:45][OH:46])[S:43][CH:11]=5)=[CH:13][CH:14]=[C:15]4[N:20]=[N:19]3)=[CH:31][CH:30]=2)[CH:25]=[CH:26][CH:27]=1. (4) Given the reactants [C:1](Cl)(=[O:5])C(Cl)=O.[Cl:7][C:8]1[CH:16]=[CH:15][C:14]([N:17]2[CH:21]=[CH:20][CH:19]=[CH:18]2)=[CH:13][C:9]=1[C:10]([NH2:12])=[O:11].[NH2:22][C:23]1[S:24][C:25]2[CH:31]=[C:30]([S:32]([C@H:35]3[CH2:39][CH2:38][N:37](C(OC(C)(C)C)=O)[CH2:36]3)(=[O:34])=[O:33])[CH:29]=[CH:28][C:26]=2[N:27]=1, predict the reaction product. The product is: [Cl:7][C:8]1[CH:16]=[CH:15][C:14]([N:17]2[CH:21]=[CH:20][CH:19]=[CH:18]2)=[CH:13][C:9]=1[C:10]([NH:12][C:1](=[O:5])[NH:22][C:23]1[S:24][C:25]2[CH:31]=[C:30]([S:32]([C@H:35]3[CH2:39][CH2:38][NH:37][CH2:36]3)(=[O:34])=[O:33])[CH:29]=[CH:28][C:26]=2[N:27]=1)=[O:11]. (5) Given the reactants [Cl:1][C:2]1[CH:30]=[CH:29][CH:28]=[CH:27][C:3]=1[CH2:4][C:5]1[CH:6]=[C:7]([NH:16][C:17]2[CH:24]=[CH:23][C:20]([CH:21]=O)=[CH:19][C:18]=2[O:25][CH3:26])[C:8]2[C:9](=[O:15])[NH:10][N:11]=[CH:12][C:13]=2[N:14]=1.[CH3:31][N:32]1[CH2:37][CH2:36][NH:35][CH2:34][CH2:33]1.C(O)(=O)C.C(O[BH-](OC(=O)C)OC(=O)C)(=O)C.[Na+].[Cl-].[NH4+], predict the reaction product. The product is: [Cl:1][C:2]1[CH:30]=[CH:29][CH:28]=[CH:27][C:3]=1[CH2:4][C:5]1[CH:6]=[C:7]([NH:16][C:17]2[CH:24]=[CH:23][C:20]([CH2:21][N:35]3[CH2:36][CH2:37][N:32]([CH3:31])[CH2:33][CH2:34]3)=[CH:19][C:18]=2[O:25][CH3:26])[C:8]2[C:9](=[O:15])[NH:10][N:11]=[CH:12][C:13]=2[N:14]=1. (6) Given the reactants C[O:2][CH:3]=[CH:4][C:5]1[CH:10]=[C:9]([Cl:11])[CH:8]=[CH:7][C:6]=1[Cl:12].Cl.O1CCOCC1.C(=O)(O)[O-].[Na+], predict the reaction product. The product is: [Cl:12][C:6]1[CH:7]=[CH:8][C:9]([Cl:11])=[CH:10][C:5]=1[CH2:4][CH:3]=[O:2]. (7) Given the reactants C(CC(=O)C)(=[O:3])C.[H][H].[N:10]#[N:11].[O:12]=[O:13], predict the reaction product. The product is: [O:12]=[O:13].[N:10]#[N:11].[OH2:3].[N:10]#[N:11].[O:12]=[O+:13][O-:3].[N:10]#[N:11]. (8) Given the reactants S(=O)(=O)(O)O.[Cl:6][C:7]1[C:15]([N+:16]([O-:18])=[O:17])=[CH:14][C:10]([C:11]([OH:13])=[O:12])=[C:9]([O:19][CH3:20])[CH:8]=1.[CH2:21](O)[CH3:22], predict the reaction product. The product is: [Cl:6][C:7]1[C:15]([N+:16]([O-:18])=[O:17])=[CH:14][C:10]([C:11]([O:13][CH2:21][CH3:22])=[O:12])=[C:9]([O:19][CH3:20])[CH:8]=1. (9) Given the reactants ClC([O:4][CH3:5])=O.CN1[CH2:12][CH2:11][O:10]CC1.[NH2:13][CH2:14][CH2:15][CH2:16][CH2:17][CH2:18][CH2:19][OH:20].[C:21](=O)(O)[O-].[Na+], predict the reaction product. The product is: [OH:20][CH2:19][CH2:18][CH2:17][CH2:16][CH2:15][CH2:14][N:13]1[C:11](=[O:10])[CH:12]=[CH:21][C:5]1=[O:4].